Dataset: Reaction yield outcomes from USPTO patents with 853,638 reactions. Task: Predict the reaction yield, written as a fraction of the theoretical maximum amount of product (1.0 means a 100% yield; for example, 0.34 means a 34% yield). The yield is 0.590. The catalyst is [OH-].[Na+].C(O)(C)C.ClCCl.O. The reactants are [OH:1][C:2]1[CH:3]=[CH:4][C:5]([CH3:13])=[C:6]([CH:12]=1)[C:7]([O:9][CH2:10][CH3:11])=[O:8].Cl[CH:15]([F:17])[F:16]. The product is [F:16][CH:15]([F:17])[O:1][C:2]1[CH:3]=[CH:4][C:5]([CH3:13])=[C:6]([CH:12]=1)[C:7]([O:9][CH2:10][CH3:11])=[O:8].